Regression/Classification. Given a drug SMILES string, predict its absorption, distribution, metabolism, or excretion properties. Task type varies by dataset: regression for continuous measurements (e.g., permeability, clearance, half-life) or binary classification for categorical outcomes (e.g., BBB penetration, CYP inhibition). Dataset: approved_pampa_ncats. From a dataset of PAMPA permeability data for FDA-approved drugs from NCATS. The compound is CC1=CC=C(C=C1)C(=O)C2=CC=C(N2C)CC(=O)[O-]. The result is 1 (high permeability).